This data is from NCI-60 drug combinations with 297,098 pairs across 59 cell lines. The task is: Regression. Given two drug SMILES strings and cell line genomic features, predict the synergy score measuring deviation from expected non-interaction effect. (1) Drug 1: C(=O)(N)NO. Drug 2: CN(C(=O)NC(C=O)C(C(C(CO)O)O)O)N=O. Cell line: SNB-75. Synergy scores: CSS=1.61, Synergy_ZIP=-2.34, Synergy_Bliss=-3.14, Synergy_Loewe=-1.24, Synergy_HSA=-2.47. (2) Drug 1: CS(=O)(=O)C1=CC(=C(C=C1)C(=O)NC2=CC(=C(C=C2)Cl)C3=CC=CC=N3)Cl. Drug 2: CCC1(CC2CC(C3=C(CCN(C2)C1)C4=CC=CC=C4N3)(C5=C(C=C6C(=C5)C78CCN9C7C(C=CC9)(C(C(C8N6C=O)(C(=O)OC)O)OC(=O)C)CC)OC)C(=O)OC)O.OS(=O)(=O)O. Cell line: NCI-H226. Synergy scores: CSS=37.1, Synergy_ZIP=4.18, Synergy_Bliss=11.5, Synergy_Loewe=5.91, Synergy_HSA=10.6. (3) Drug 1: CN1C(=O)N2C=NC(=C2N=N1)C(=O)N. Drug 2: C1CC(=O)NC(=O)C1N2C(=O)C3=CC=CC=C3C2=O. Cell line: IGROV1. Synergy scores: CSS=-0.229, Synergy_ZIP=0.443, Synergy_Bliss=2.07, Synergy_Loewe=-0.0799, Synergy_HSA=0.285. (4) Drug 1: CS(=O)(=O)CCNCC1=CC=C(O1)C2=CC3=C(C=C2)N=CN=C3NC4=CC(=C(C=C4)OCC5=CC(=CC=C5)F)Cl. Drug 2: CS(=O)(=O)OCCCCOS(=O)(=O)C. Cell line: HT29. Synergy scores: CSS=5.47, Synergy_ZIP=-1.20, Synergy_Bliss=2.30, Synergy_Loewe=-7.30, Synergy_HSA=1.55. (5) Drug 2: C1CN(P(=O)(OC1)NCCCl)CCCl. Drug 1: CC1C(C(CC(O1)OC2CC(OC(C2O)C)OC3=CC4=CC5=C(C(=O)C(C(C5)C(C(=O)C(C(C)O)O)OC)OC6CC(C(C(O6)C)O)OC7CC(C(C(O7)C)O)OC8CC(C(C(O8)C)O)(C)O)C(=C4C(=C3C)O)O)O)O. Synergy scores: CSS=51.7, Synergy_ZIP=1.09, Synergy_Bliss=-0.0477, Synergy_Loewe=-41.9, Synergy_HSA=-0.946. Cell line: UACC62. (6) Drug 1: C1CC(C1)(C(=O)O)C(=O)O.[NH2-].[NH2-].[Pt+2]. Drug 2: CC1CCC2CC(C(=CC=CC=CC(CC(C(=O)C(C(C(=CC(C(=O)CC(OC(=O)C3CCCCN3C(=O)C(=O)C1(O2)O)C(C)CC4CCC(C(C4)OC)OCCO)C)C)O)OC)C)C)C)OC. Cell line: NCI-H522. Synergy scores: CSS=4.97, Synergy_ZIP=-2.08, Synergy_Bliss=-1.25, Synergy_Loewe=-3.85, Synergy_HSA=-2.19. (7) Drug 1: C1CC(=O)NC(=O)C1N2CC3=C(C2=O)C=CC=C3N. Drug 2: CC12CCC3C(C1CCC2O)C(CC4=C3C=CC(=C4)O)CCCCCCCCCS(=O)CCCC(C(F)(F)F)(F)F. Cell line: LOX IMVI. Synergy scores: CSS=2.27, Synergy_ZIP=-3.24, Synergy_Bliss=-5.75, Synergy_Loewe=-4.25, Synergy_HSA=-4.16. (8) Drug 1: CC1=C2C(C(=O)C3(C(CC4C(C3C(C(C2(C)C)(CC1OC(=O)C(C(C5=CC=CC=C5)NC(=O)OC(C)(C)C)O)O)OC(=O)C6=CC=CC=C6)(CO4)OC(=O)C)O)C)O. Drug 2: C1=CC=C(C(=C1)C(C2=CC=C(C=C2)Cl)C(Cl)Cl)Cl. Cell line: NCI-H226. Synergy scores: CSS=3.15, Synergy_ZIP=8.91, Synergy_Bliss=15.4, Synergy_Loewe=13.6, Synergy_HSA=13.4. (9) Drug 1: CC1=C(C=C(C=C1)NC2=NC=CC(=N2)N(C)C3=CC4=NN(C(=C4C=C3)C)C)S(=O)(=O)N.Cl. Drug 2: CNC(=O)C1=CC=CC=C1SC2=CC3=C(C=C2)C(=NN3)C=CC4=CC=CC=N4. Cell line: T-47D. Synergy scores: CSS=7.43, Synergy_ZIP=-0.505, Synergy_Bliss=4.25, Synergy_Loewe=2.55, Synergy_HSA=2.99. (10) Drug 1: CC(CN1CC(=O)NC(=O)C1)N2CC(=O)NC(=O)C2. Drug 2: C1CCC(C(C1)N)N.C(=O)(C(=O)[O-])[O-].[Pt+4]. Cell line: K-562. Synergy scores: CSS=34.2, Synergy_ZIP=-3.28, Synergy_Bliss=1.23, Synergy_Loewe=1.37, Synergy_HSA=3.90.